Dataset: Reaction yield outcomes from USPTO patents with 853,638 reactions. Task: Predict the reaction yield, written as a fraction of the theoretical maximum amount of product (1.0 means a 100% yield; for example, 0.34 means a 34% yield). (1) The reactants are [CH3:1][S:2][C:3]1[S:7][C:6]2=[N:8][C:9]([C:11]3[O:12][C:13]4[C:14](=[C:16]([OH:20])[CH:17]=[CH:18][CH:19]=4)[N:15]=3)=[CH:10][N:5]2[N:4]=1.[C:21]([N:28]1[CH2:34][CH2:33][CH2:32][C@H:29]1[CH2:30]O)([O:23][C:24]([CH3:27])([CH3:26])[CH3:25])=[O:22].C1(P(C2C=CC=CC=2)C2C=CC=CC=2)C=CC=CC=1.CC(OC(/N=N/C(OC(C)C)=O)=O)C. The catalyst is C1COCC1. The product is [CH3:1][S:2][C:3]1[S:7][C:6]2=[N:8][C:9]([C:11]3[O:12][C:13]4[CH:19]=[CH:18][CH:17]=[C:16]([O:20][CH2:30][C@@H:29]5[CH2:32][CH2:33][CH2:34][N:28]5[C:21]([O:23][C:24]([CH3:25])([CH3:27])[CH3:26])=[O:22])[C:14]=4[N:15]=3)=[CH:10][N:5]2[N:4]=1. The yield is 0.670. (2) The reactants are [CH2:1]([C:3]([C:27]1[CH:32]=[CH:31][C:30]([OH:33])=[C:29]([CH3:34])[CH:28]=1)([C:6]1[CH:11]=[CH:10][C:9](/[CH:12]=[CH:13]/[C:14]([CH2:24][CH3:25])([OH:23])[CH2:15][CH2:16][CH2:17][CH2:18][CH2:19][CH2:20][CH2:21][CH3:22])=[C:8]([CH3:26])[CH:7]=1)[CH2:4][CH3:5])[CH3:2].C([O-])([O-])=O.[K+].[K+].C1(C)C=CC(S([CH2:50][C@H:51]2[O:55][C:54](=[O:56])[CH2:53][CH2:52]2)(=O)=O)=CC=1.C(OCC)(=O)C. The catalyst is CN(C=O)C. The product is [CH2:1]([C:3]([C:27]1[CH:32]=[CH:31][C:30]([O:33][CH2:50][C@H:51]2[O:55][C:54](=[O:56])[CH2:53][CH2:52]2)=[C:29]([CH3:34])[CH:28]=1)([C:6]1[CH:11]=[CH:10][C:9](/[CH:12]=[CH:13]/[C:14]([CH2:24][CH3:25])([OH:23])[CH2:15][CH2:16][CH2:17][CH2:18][CH2:19][CH2:20][CH2:21][CH3:22])=[C:8]([CH3:26])[CH:7]=1)[CH2:4][CH3:5])[CH3:2]. The yield is 0.370. (3) The reactants are [Br-].[O:2]1[CH2:6][CH2:5][O:4][CH:3]1[CH2:7][CH2:8][P+](C1C=CC=CC=1)(C1C=CC=CC=1)C1C=CC=CC=1.[C:28](O[K])(C)(C)C.[Br:34][C:35]1[CH:42]=[CH:41][C:38](C=O)=[C:37]([F:43])[CH:36]=1.O. The catalyst is O1CCCC1. The product is [Br:34][C:35]1[CH:42]=[CH:41][C:38]([C:8](=[CH2:28])[CH2:7][CH:3]2[O:2][CH2:6][CH2:5][O:4]2)=[C:37]([F:43])[CH:36]=1. The yield is 0.850. (4) The reactants are [Br:1][C:2]1[CH:15]=[C:14]2[CH2:16][C:11]3[C:12]4=[C:13]2[C:4](=[CH:5][CH:6]=[C:7]4[CH:8]=[CH:9][CH:10]=3)[CH:3]=1.CC(O)(C)C.CS(C)=O.CI. The catalyst is C(Cl)Cl.O.CN(P(N(C)C)(N(C)C)=O)C. The product is [Br:1][C:2]1[CH:15]=[C:14]2[CH2:16][C:11]3[C:12]4[C:13]2=[C:4]([CH2:5][CH2:6][C:7]=4[CH:8]=[CH:9][CH:10]=3)[CH:3]=1. The yield is 0.800. (5) The reactants are Cl.CN(C)CCCN=C=NCC.[C:13]1([CH2:19][O:20][C:21]2[CH:29]=[CH:28][CH:27]=[CH:26][C:22]=2[C:23]([OH:25])=O)[CH:18]=[CH:17][CH:16]=[CH:15][CH:14]=1.ON1C2C=CC=CC=2N=N1.[CH2:40]([CH2:42][NH2:43])[OH:41]. The catalyst is C1COCC1. The product is [OH:41][CH2:40][CH2:42][NH:43][C:23]([C:22]1[CH:26]=[CH:27][CH:28]=[CH:29][C:21]=1[O:20][CH2:19][C:13]1[CH:14]=[CH:15][CH:16]=[CH:17][CH:18]=1)=[O:25]. The yield is 1.00. (6) The reactants are [CH2:1]([N:8]1[CH2:12][CH:11]([N+:13]([O-])=O)[CH:10]([C:16]2[CH:21]=[CH:20][CH:19]=[C:18]([Cl:22])[CH:17]=2)[CH2:9]1)[C:2]1[CH:7]=[CH:6][CH:5]=[CH:4][CH:3]=1.O.O.Cl[Sn]Cl.C([O-])(O)=O.[Na+]. The catalyst is CCOC(C)=O. The product is [CH2:1]([N:8]1[CH2:9][CH:10]([C:16]2[CH:21]=[CH:20][CH:19]=[C:18]([Cl:22])[CH:17]=2)[CH:11]([NH2:13])[CH2:12]1)[C:2]1[CH:7]=[CH:6][CH:5]=[CH:4][CH:3]=1. The yield is 0.780.